Dataset: Peptide-MHC class II binding affinity with 134,281 pairs from IEDB. Task: Regression. Given a peptide amino acid sequence and an MHC pseudo amino acid sequence, predict their binding affinity value. This is MHC class II binding data. (1) The peptide sequence is GELQIVDKIDAAFAI. The MHC is DRB3_0202 with pseudo-sequence DRB3_0202. The binding affinity (normalized) is 0.269. (2) The peptide sequence is PDEYVEQVAQYKALP. The MHC is DRB1_1101 with pseudo-sequence DRB1_1101. The binding affinity (normalized) is 0.337. (3) The peptide sequence is HPQQFIYAGSLSALL. The MHC is HLA-DQA10102-DQB10502 with pseudo-sequence HLA-DQA10102-DQB10502. The binding affinity (normalized) is 0.220. (4) The peptide sequence is AFKVAATAANAAP. The MHC is DRB1_1201 with pseudo-sequence DRB1_1201. The binding affinity (normalized) is 0.132. (5) The peptide sequence is SLDKFLANVSTVLTY. The MHC is DRB1_1201 with pseudo-sequence DRB1_1201. The binding affinity (normalized) is 0.658. (6) The binding affinity (normalized) is 0.690. The MHC is DRB1_1501 with pseudo-sequence DRB1_1501. The peptide sequence is QFKRASPILRFLYAN. (7) The peptide sequence is GELQIVDDIDAAFKI. The MHC is DRB1_1302 with pseudo-sequence DRB1_1302. The binding affinity (normalized) is 0.485. (8) The peptide sequence is DVKFPGGGQIVMGVY. The MHC is HLA-DQA10501-DQB10301 with pseudo-sequence HLA-DQA10501-DQB10301. The binding affinity (normalized) is 0.737. (9) The peptide sequence is ENVIDVKLVDANGKL. The MHC is DRB4_0101 with pseudo-sequence DRB4_0103. The binding affinity (normalized) is 0.178. (10) The peptide sequence is INEQTAAAIAYGLDR. The MHC is HLA-DQA10401-DQB10402 with pseudo-sequence HLA-DQA10401-DQB10402. The binding affinity (normalized) is 0.624.